This data is from Reaction yield outcomes from USPTO patents with 853,638 reactions. The task is: Predict the reaction yield, written as a fraction of the theoretical maximum amount of product (1.0 means a 100% yield; for example, 0.34 means a 34% yield). (1) The reactants are C([O:8][C:9](=[O:29])[C:10]1[CH:22]=[C:21]([C:23]2[CH:28]=[CH:27][N:26]=[CH:25][CH:24]=2)[CH:20]=[C:12]([C:13]([N:15]([CH3:19])[CH2:16][CH2:17][CH3:18])=[O:14])[CH:11]=1)C1C=CC=CC=1. The catalyst is [Pd].CO. The product is [CH3:19][N:15]([CH2:16][CH2:17][CH3:18])[C:13](=[O:14])[C:12]1[CH:11]=[C:10]([CH:22]=[C:21]([C:23]2[CH:28]=[CH:27][N:26]=[CH:25][CH:24]=2)[CH:20]=1)[C:9]([OH:29])=[O:8]. The yield is 1.00. (2) The reactants are [H-].[Na+].[CH2:3]([C:10]1([CH3:18])[NH:15][C:14](=[O:16])CNC1=O)[C:4]1[CH:9]=[CH:8][CH:7]=[CH:6][CH:5]=1.[CH3:19]I.[NH4+].[OH-].[CH3:23][N:24]([CH3:27])[CH:25]=[O:26]. No catalyst specified. The product is [CH2:3]([C:10]1([CH3:18])[N:15]([CH3:19])[C:14](=[O:16])[CH2:23][N:24]([CH3:27])[C:25]1=[O:26])[C:4]1[CH:5]=[CH:6][CH:7]=[CH:8][CH:9]=1. The yield is 0.870. (3) The reactants are [CH2:1]([O:8][C:9]([NH:11][C@@H:12]([C@H:17]([O:19][Si:20]([C:23]([CH3:26])([CH3:25])[CH3:24])([CH3:22])[CH3:21])[CH3:18])[C:13]([O:15]C)=[O:14])=[O:10])[C:2]1[CH:7]=[CH:6][CH:5]=[CH:4][CH:3]=1.O[Li].O. The catalyst is C1COCC1.O. The product is [CH2:1]([O:8][C:9]([NH:11][C@H:12]([C:13]([OH:15])=[O:14])[C@@H:17]([CH3:18])[O:19][Si:20]([C:23]([CH3:25])([CH3:24])[CH3:26])([CH3:21])[CH3:22])=[O:10])[C:2]1[CH:3]=[CH:4][CH:5]=[CH:6][CH:7]=1. The yield is 0.894. (4) The reactants are [Br:1][C:2]1[CH:3]=[C:4]([CH:8]=[CH:9][CH:10]=1)[C:5](Cl)=[O:6].[Cl-].[Al+3].[Cl-].[Cl-]. The catalyst is C1C=CC=CC=1. The product is [Br:1][C:2]1[CH:3]=[C:4]([C:5]([C:2]2[CH:3]=[CH:4][CH:8]=[CH:9][CH:10]=2)=[O:6])[CH:8]=[CH:9][CH:10]=1. The yield is 0.950. (5) The reactants are [CH2:1]([N:8]1[CH2:12][C@@H:11]([C:13]2[CH:18]=[CH:17][CH:16]=[CH:15][CH:14]=2)[C@H:10]([NH2:19])[CH2:9]1)[C:2]1[CH:7]=[CH:6][CH:5]=[CH:4][CH:3]=1.C(N(CC)CC)C.[CH3:27][C:28]([O:31][C:32](O[C:32]([O:31][C:28]([CH3:30])([CH3:29])[CH3:27])=[O:33])=[O:33])([CH3:30])[CH3:29]. The catalyst is C1COCC1. The product is [C:28]([O:31][C:32](=[O:33])[NH:19][C@H:10]1[C@H:11]([C:13]2[CH:14]=[CH:15][CH:16]=[CH:17][CH:18]=2)[CH2:12][N:8]([CH2:1][C:2]2[CH:3]=[CH:4][CH:5]=[CH:6][CH:7]=2)[CH2:9]1)([CH3:30])([CH3:29])[CH3:27]. The yield is 0.990.